Dataset: Forward reaction prediction with 1.9M reactions from USPTO patents (1976-2016). Task: Predict the product of the given reaction. Given the reactants [Br:1][C:2]1[CH:3]=[N:4][C:5]2[N:6]([N:8]=[C:9]([C:11]([OH:13])=O)[CH:10]=2)[CH:7]=1.[CH3:14][S:15]([C:18]1[CH:27]=[C:26]2[C:21]([CH2:22][CH2:23][NH:24][CH:25]2[CH3:28])=[CH:20][CH:19]=1)(=[O:17])=[O:16], predict the reaction product. The product is: [Br:1][C:2]1[CH:3]=[N:4][C:5]2[N:6]([N:8]=[C:9]([C:11]([N:24]3[CH2:23][CH2:22][C:21]4[C:26](=[CH:27][C:18]([S:15]([CH3:14])(=[O:16])=[O:17])=[CH:19][CH:20]=4)[CH:25]3[CH3:28])=[O:13])[CH:10]=2)[CH:7]=1.